This data is from Full USPTO retrosynthesis dataset with 1.9M reactions from patents (1976-2016). The task is: Predict the reactants needed to synthesize the given product. (1) Given the product [Br:7][C:8]1[N:12]([C:13]2[N:18]=[CH:17][CH:16]=[CH:15][N:14]=2)[C:11]([C:19]([OH:23])=[O:20])=[CH:10][CH:9]=1, predict the reactants needed to synthesize it. The reactants are: [Mn]([O-])(=O)(=O)=O.[K+].[Br:7][C:8]1[N:12]([C:13]2[N:18]=[CH:17][CH:16]=[CH:15][N:14]=2)[C:11]([CH:19]=[O:20])=[CH:10][CH:9]=1.CC(C)=[O:23].[OH-].[Na+]. (2) Given the product [NH2:25][C:26]1[S:27][CH:28]=[C:29]([C:31]2[CH:45]=[CH:44][C:34]([CH2:35][NH:36][C:37]([O:39][C:40]([CH3:41])([CH3:43])[CH3:42])=[O:38])=[CH:33][CH:32]=2)[N:30]=1, predict the reactants needed to synthesize it. The reactants are: C1CC1C(NC1SC=C(C2C=CC(CN)=CC=2)N=1)=O.C1CC1C([NH:25][C:26]1[S:27][CH:28]=[C:29]([C:31]2[CH:45]=[CH:44][C:34]([CH2:35][NH:36][C:37]([O:39][C:40]([CH3:43])([CH3:42])[CH3:41])=[O:38])=[CH:33][CH:32]=2)[N:30]=1)=O.FC(F)(F)C(O)=O. (3) Given the product [CH2:21]([C:12]1[C:13]([O:15][CH2:16][CH2:17][CH2:18][CH2:19][NH2:20])=[CH:14][C:9]([OH:8])=[C:10]([C:23]2[CH:28]=[CH:27][C:26]([F:29])=[CH:25][CH:24]=2)[CH:11]=1)[CH3:22], predict the reactants needed to synthesize it. The reactants are: C([O:8][C:9]1[CH:14]=[C:13]([O:15][CH2:16][CH2:17][CH2:18][CH2:19][NH2:20])[C:12]([CH2:21][CH3:22])=[CH:11][C:10]=1[C:23]1[CH:28]=[CH:27][C:26]([F:29])=[CH:25][CH:24]=1)C1C=CC=CC=1.[H][H].